Dataset: Peptide-MHC class II binding affinity with 134,281 pairs from IEDB. Task: Regression. Given a peptide amino acid sequence and an MHC pseudo amino acid sequence, predict their binding affinity value. This is MHC class II binding data. (1) The peptide sequence is SKGGMRNVFDEVIPT. The MHC is DRB4_0101 with pseudo-sequence DRB4_0103. The binding affinity (normalized) is 0.254. (2) The peptide sequence is AFKVAATAANAAQAN. The MHC is DRB1_0802 with pseudo-sequence DRB1_0802. The binding affinity (normalized) is 0.856. (3) The peptide sequence is EKKYFAHTQFEPLAA. The MHC is HLA-DPA10103-DPB10401 with pseudo-sequence HLA-DPA10103-DPB10401. The binding affinity (normalized) is 1.00. (4) The peptide sequence is EGVVLLLVGALVL. The MHC is DRB1_1501 with pseudo-sequence DRB1_1501. The binding affinity (normalized) is 0.362.